From a dataset of Forward reaction prediction with 1.9M reactions from USPTO patents (1976-2016). Predict the product of the given reaction. (1) Given the reactants [C:1]([C:3]1[CH:4]=[C:5]2[C:9](=[CH:10][CH:11]=1)[NH:8][CH:7]=[CH:6]2)#[N:2].C(N(CC)CC)C.[C:19](Cl)(=[O:26])[C:20]1[CH:25]=[CH:24][CH:23]=[CH:22][CH:21]=1, predict the reaction product. The product is: [C:19]([N:8]1[C:9]2[C:5](=[CH:4][C:3]([C:1]#[N:2])=[CH:11][CH:10]=2)[CH:6]=[CH:7]1)(=[O:26])[C:20]1[CH:25]=[CH:24][CH:23]=[CH:22][CH:21]=1. (2) Given the reactants [C:1]1([CH:7]([N:14]=[C:15]=[O:16])[C:8]2[CH:13]=[CH:12][CH:11]=[CH:10][CH:9]=2)[CH:6]=[CH:5][CH:4]=[CH:3][CH:2]=1.[C@@:17]12([OH:26])[N:24]([CH3:25])[C@@H:21]([CH2:22][CH2:23]1)[CH2:20][CH:19]=[CH:18]2, predict the reaction product. The product is: [CH:7]([NH:14][C:15]([O:26][C@@:17]12[N:24]([CH3:25])[C@@H:21]([CH2:22][CH2:23]1)[CH2:20][CH:19]=[CH:18]2)=[O:16])([C:8]1[CH:9]=[CH:10][CH:11]=[CH:12][CH:13]=1)[C:1]1[CH:2]=[CH:3][CH:4]=[CH:5][CH:6]=1. (3) Given the reactants C(OC([N:8]1[CH2:34][CH2:33][C:11]2([CH2:14][N:13]([C@H:15]3[C:23]4[C:18](=[CH:19][C:20]([C:24]5[CH:29]=[CH:28][C:27]([C:30](=[O:32])[NH2:31])=[CH:26][CH:25]=5)=[CH:21][CH:22]=4)[CH2:17][CH2:16]3)[CH2:12]2)[CH2:10][CH2:9]1)=O)(C)(C)C.[ClH:35], predict the reaction product. The product is: [ClH:35].[CH2:14]1[C:11]2([CH2:10][CH2:9][NH:8][CH2:34][CH2:33]2)[CH2:12][N:13]1[C@H:15]1[C:23]2[C:18](=[CH:19][C:20]([C:24]3[CH:25]=[CH:26][C:27]([C:30]([NH2:31])=[O:32])=[CH:28][CH:29]=3)=[CH:21][CH:22]=2)[CH2:17][CH2:16]1. (4) Given the reactants [CH2:1]([O:8][C:9]1[C:10](=[O:29])[CH:11]=[C:12]([CH2:17][NH:18][S:19]([C:22]2[CH:27]=[CH:26][CH:25]=[C:24]([Cl:28])[CH:23]=2)(=[O:21])=[O:20])[O:13][C:14]=1[CH:15]=[O:16])[C:2]1[CH:7]=[CH:6][CH:5]=[CH:4][CH:3]=1.C1(S(C(N)C2OC(C(O)=O)=C(OCC3C=CC=CC=3)C(=O)C=2)(=O)=[O:37])C=CC=CC=1, predict the reaction product. The product is: [CH2:1]([O:8][C:9]1[C:10](=[O:29])[CH:11]=[C:12]([CH2:17][NH:18][S:19]([C:22]2[CH:27]=[CH:26][CH:25]=[C:24]([Cl:28])[CH:23]=2)(=[O:21])=[O:20])[O:13][C:14]=1[C:15]([OH:37])=[O:16])[C:2]1[CH:7]=[CH:6][CH:5]=[CH:4][CH:3]=1.